Predict the reaction yield, written as a fraction of the theoretical maximum amount of product (1.0 means a 100% yield; for example, 0.34 means a 34% yield). From a dataset of Reaction yield outcomes from USPTO patents with 853,638 reactions. (1) The reactants are Cl.[O:2]=[C:3]1[NH:11][C:10]2[C:5](=[N:6][C:7]([C:12]3[CH:13]=[N:14][N:15]4[CH:20]=[CH:19][C:18]([C:21]#[N:22])=[CH:17][C:16]=34)=[N:8][CH:9]=2)[N:4]1[C@H:23]1[CH2:28][CH2:27][CH2:26][NH:25][CH2:24]1.[C:29](OC(=O)C)(=[O:31])[CH3:30]. The catalyst is CN(C=O)C. The product is [C:29]([N:25]1[CH2:26][CH2:27][CH2:28][C@H:23]([N:4]2[C:3](=[O:2])[NH:11][C:10]3[C:5]2=[N:6][C:7]([C:12]2[CH:13]=[N:14][N:15]4[CH:20]=[CH:19][C:18]([C:21]#[N:22])=[CH:17][C:16]=24)=[N:8][CH:9]=3)[CH2:24]1)(=[O:31])[CH3:30]. The yield is 0.570. (2) The reactants are FC(F)(F)[C:3]1[CH:8]=[CH:7]C=[CH:5][CH:4]=1.[CH2:11]1[CH2:22][CH2:21][CH2:20][CH2:19][CH2:18][CH2:17][CH2:16][CH2:15][CH2:14][CH2:13][CH2:12]1.[OH:23]N1[C:34](=[O:35])[C:33]2[C:28](=[CH:29][CH:30]=[CH:31][CH:32]=2)S1(=O)=O. No catalyst specified. The product is [C:11]1(=[O:23])[CH2:22][CH2:21][CH2:20][CH2:19][CH2:18][CH2:17][CH2:16][CH2:15][CH2:14][CH2:13][CH2:12]1.[CH:34]1([OH:35])[CH2:33][CH2:28][CH2:29][CH2:30][CH2:31][CH2:32][CH2:7][CH2:8][CH2:3][CH2:4][CH2:5]1. The yield is 0.220. (3) The reactants are C1[O:18][CH2:17][CH2:16]OCCOCCOCCOCCOC1.COC(CP(=O)(OCC(F)(F)F)OCC(F)(F)F)=O.C[Si]([N-][Si](C)(C)C)(C)C.[K+].[CH3:48][S:49][C:50]1[N:55]=[C:54]([C:56]2[CH:61]=[CH:60][CH:59]=[CH:58][CH:57]=2)[C:53]([CH:62]=O)=[C:52]([NH:64][C:65]2[CH:70]=[CH:69][CH:68]=[CH:67][CH:66]=2)[N:51]=1.[NH4+].[Cl-]. The catalyst is C1COCC1.C1(C)C=CC=CC=1.C(OCC)C. The product is [CH3:48][S:49][C:50]1[N:55]=[C:54]([C:56]2[CH:61]=[CH:60][CH:59]=[CH:58][CH:57]=2)[C:53]2[CH:62]=[CH:16][C:17](=[O:18])[N:64]([C:65]3[CH:70]=[CH:69][CH:68]=[CH:67][CH:66]=3)[C:52]=2[N:51]=1. The yield is 0.910. (4) The reactants are O[N:2]1C(=O)CCC1=O.C1(N=C=NC2CCCCC2)CCCCC1.[CH3:24][C:25]1([CH3:39])[CH2:30][C:29]([CH3:32])([CH3:31])[CH2:28][C:27]([CH2:35][C:36](O)=[O:37])([CH:33]=[CH2:34])[CH2:26]1.[NH4+].[OH-]. The catalyst is C1COCC1. The product is [CH3:24][C:25]1([CH3:39])[CH2:30][C:29]([CH3:32])([CH3:31])[CH2:28][C:27]([CH2:35][C:36]([NH2:2])=[O:37])([CH:33]=[CH2:34])[CH2:26]1. The yield is 0.760.